This data is from Full USPTO retrosynthesis dataset with 1.9M reactions from patents (1976-2016). The task is: Predict the reactants needed to synthesize the given product. (1) The reactants are: [Cl:1][C:2]1[C:7]([F:8])=[CH:6][N:5]=[C:4]2[CH:9]=[N:10][NH:11][C:3]=12.C([O-])([O-])=O.[Cs+].[Cs+].Br[CH2:19][CH2:20][O:21][CH:22]1[CH2:27][CH2:26][CH2:25][CH2:24][O:23]1. Given the product [Cl:1][C:2]1[C:3]2[C:4](=[CH:9][N:10]([CH2:19][CH2:20][O:21][CH:22]3[CH2:27][CH2:26][CH2:25][CH2:24][O:23]3)[N:11]=2)[N:5]=[CH:6][C:7]=1[F:8].[Cl:1][C:2]1[C:7]([F:8])=[CH:6][N:5]=[C:4]2[CH:9]=[N:10][N:11]([CH2:19][CH2:20][O:21][CH:22]3[CH2:27][CH2:26][CH2:25][CH2:24][O:23]3)[C:3]=12, predict the reactants needed to synthesize it. (2) Given the product [C:41]([O:40][C:38]1([CH:14]([C:15]2[CH:20]=[C:19]([F:21])[CH:18]=[C:17]([F:22])[CH:16]=2)[S:11]([CH3:10])(=[O:12])=[O:13])[CH2:39][N:36]([CH:23]([C:30]2[CH:35]=[CH:34][CH:33]=[CH:32][CH:31]=2)[C:24]2[CH:25]=[CH:26][CH:27]=[CH:28][CH:29]=2)[CH2:37]1)(=[O:43])[CH3:42], predict the reactants needed to synthesize it. The reactants are: N1CCC1.C([Li])CCC.[CH3:10][S:11]([CH2:14][C:15]1[CH:20]=[C:19]([F:21])[CH:18]=[C:17]([F:22])[CH:16]=1)(=[O:13])=[O:12].[CH:23]([N:36]1[CH2:39][C:38](=[O:40])[CH2:37]1)([C:30]1[CH:35]=[CH:34][CH:33]=[CH:32][CH:31]=1)[C:24]1[CH:29]=[CH:28][CH:27]=[CH:26][CH:25]=1.[C:41](Cl)(=[O:43])[CH3:42]. (3) Given the product [CH3:54][N:55]1[C:63]2[C:58](=[CH:59][CH:60]=[CH:61][CH:62]=2)[C:57]([C:64]([NH:32][CH:33]([C:35]2[N:40]=[N:39][C:38]([NH:41][C:42]3[CH:43]=[C:44]([O:52][CH3:53])[C:45]([O:50][CH3:51])=[C:46]([O:48][CH3:49])[CH:47]=3)=[N:37][CH:36]=2)[CH3:34])=[O:65])=[CH:56]1, predict the reactants needed to synthesize it. The reactants are: BrC1C=C(C=CC=1)C(NC(C1N=NC(NC2C=C(OC)C(OC)=C(OC)C=2)=NC=1)C)=O.[NH2:32][CH:33]([C:35]1[N:40]=[N:39][C:38]([NH:41][C:42]2[CH:47]=[C:46]([O:48][CH3:49])[C:45]([O:50][CH3:51])=[C:44]([O:52][CH3:53])[CH:43]=2)=[N:37][CH:36]=1)[CH3:34].[CH3:54][N:55]1[C:63]2[C:58](=[CH:59][CH:60]=[CH:61][CH:62]=2)[C:57]([C:64](O)=[O:65])=[CH:56]1.C(N(C(C)C)CC)(C)C.F[P-](F)(F)(F)(F)F.N1(OC(N(C)C)=[N+](C)C)C2N=CC=CC=2N=N1. (4) Given the product [CH3:34][O:35][C:36](=[O:39])[CH2:37][NH:38][C:27](=[O:28])[C:26]1[CH:30]=[CH:31][C:23]([C:3]([CH2:4][CH3:5])([C:6]2[CH:11]=[CH:10][C:9]([O:12][CH2:13][C:14]([OH:21])([CH:18]([CH3:19])[CH3:20])[CH:15]([CH3:16])[CH3:17])=[C:8]([CH3:22])[CH:7]=2)[CH2:1][CH3:2])=[CH:24][C:25]=1[CH3:32], predict the reactants needed to synthesize it. The reactants are: [CH2:1]([C:3]([C:23]1[CH:31]=[CH:30][C:26]([C:27](O)=[O:28])=[C:25]([CH3:32])[CH:24]=1)([C:6]1[CH:11]=[CH:10][C:9]([O:12][CH2:13][C:14]([OH:21])([CH:18]([CH3:20])[CH3:19])[CH:15]([CH3:17])[CH3:16])=[C:8]([CH3:22])[CH:7]=1)[CH2:4][CH3:5])[CH3:2].Cl.[CH3:34][O:35][C:36](=[O:39])[CH2:37][NH2:38]. (5) Given the product [C:6]([C:5]1[CH:8]=[CH:9][C:2]([N:10]2[CH2:15][CH2:14][O:13][CH2:12][CH2:11]2)=[CH:3][CH:4]=1)#[N:7], predict the reactants needed to synthesize it. The reactants are: Cl[C:2]1[CH:9]=[CH:8][C:5]([C:6]#[N:7])=[CH:4][CH:3]=1.[NH:10]1[CH2:15][CH2:14][O:13][CH2:12][CH2:11]1.CC(C)([O-])C.[Na+].C1(C(C2C=CC=CC=2)=C(P(C2CCCCC2)C2CCCCC2)C)C=CC=CC=1.[Cl-].[NH4+]. (6) Given the product [Cl:14][C:11]1[C:10]2[C:5]([C:3]([O:2][CH3:1])=[O:4])=[N:6][CH:7]=[CH:8][C:9]=2[NH:13][CH:12]=1, predict the reactants needed to synthesize it. The reactants are: [CH3:1][O:2][C:3]([C:5]1[C:10]2[CH:11]=[CH:12][NH:13][C:9]=2[CH:8]=[CH:7][N:6]=1)=[O:4].[Cl:14]N1C(=O)CCC1=O.O. (7) Given the product [C:8]([C:4]1[CH:3]=[C:2]([B:15]2[O:16][C:17]([CH3:19])([CH3:18])[C:13]([CH3:29])([CH3:12])[O:14]2)[CH:7]=[CH:6][CH:5]=1)([CH3:11])([CH3:10])[CH3:9], predict the reactants needed to synthesize it. The reactants are: Br[C:2]1[CH:7]=[CH:6][CH:5]=[C:4]([C:8]([CH3:11])([CH3:10])[CH3:9])[CH:3]=1.[CH3:12][C:13]1([CH3:29])[C:17]([CH3:19])([CH3:18])[O:16][B:15]([B:15]2[O:16][C:17]([CH3:19])([CH3:18])[C:13]([CH3:29])([CH3:12])[O:14]2)[O:14]1.C([O-])(=O)C.[K+].O. (8) Given the product [C:1]([N:4]1[CH2:8][C@H:7]([NH:9][S:10]([C:13]2[CH:14]=[CH:15][C:16]([O:19][CH2:20][C:21]3[C:30]4[C:25](=[CH:26][CH:27]=[CH:28][CH:29]=4)[N:24]=[C:23]([CH3:31])[CH:22]=3)=[CH:17][CH:18]=2)(=[O:12])=[O:11])[C@H:6]([C:32]([OH:34])=[O:33])[CH2:5]1)(=[O:3])[CH3:2], predict the reactants needed to synthesize it. The reactants are: [C:1]([N:4]1[CH2:8][C@H:7]([NH:9][S:10]([C:13]2[CH:18]=[CH:17][C:16]([O:19][CH2:20][C:21]3[C:30]4[C:25](=[CH:26][CH:27]=[CH:28][CH:29]=4)[N:24]=[C:23]([CH3:31])[CH:22]=3)=[CH:15][CH:14]=2)(=[O:12])=[O:11])[C@H:6]([C:32]([O:34]C(C)(C)C)=[O:33])[CH2:5]1)(=[O:3])[CH3:2].FC(F)(F)C(O)=O. (9) Given the product [C:39]1([N:29]2[C:30]([CH2:32][CH2:33][C:34]([OH:36])=[O:35])=[CH:31][C:27]([O:15][CH2:14][CH2:13][CH2:12][C:11]3[C:7]([C:1]4[CH:2]=[CH:3][CH:4]=[CH:5][CH:6]=4)=[N:8][N:9]([C:16]4[CH:21]=[CH:20][C:19]([C:22]([F:24])([F:23])[F:25])=[CH:18][N:17]=4)[CH:10]=3)=[N:28]2)[CH:44]=[CH:43][CH:42]=[CH:41][CH:40]=1, predict the reactants needed to synthesize it. The reactants are: [C:1]1([C:7]2[C:11]([CH2:12][CH2:13][CH2:14][OH:15])=[CH:10][N:9]([C:16]3[CH:21]=[CH:20][C:19]([C:22]([F:25])([F:24])[F:23])=[CH:18][N:17]=3)[N:8]=2)[CH:6]=[CH:5][CH:4]=[CH:3][CH:2]=1.O[C:27]1[CH:31]=[C:30]([CH2:32][CH2:33][C:34]([O:36]CC)=[O:35])[N:29]([C:39]2[CH:44]=[CH:43][CH:42]=[CH:41][CH:40]=2)[N:28]=1.C(P(CCCC)CCCC)CCC.N(C(N1CCCCC1)=O)=NC(N1CCCCC1)=O.